This data is from Forward reaction prediction with 1.9M reactions from USPTO patents (1976-2016). The task is: Predict the product of the given reaction. (1) Given the reactants [CH2:1]([O:8][C:9]1[CH:14]=[C:13]([O:15][CH2:16][C:17]2[CH:22]=[CH:21][CH:20]=[CH:19][CH:18]=2)[C:12](Br)=[CH:11][C:10]=1[C:24]([N:26]1[CH2:34][C:33]2[C:28](=[CH:29][CH:30]=[CH:31][CH:32]=2)[CH2:27]1)=[O:25])[C:2]1[CH:7]=[CH:6][CH:5]=[CH:4][CH:3]=1.[F:35][C:36]([F:41])([F:40])C([O-])=O.[Na+], predict the reaction product. The product is: [CH2:1]([O:8][C:9]1[CH:14]=[C:13]([O:15][CH2:16][C:17]2[CH:22]=[CH:21][CH:20]=[CH:19][CH:18]=2)[C:12]([C:36]([F:41])([F:40])[F:35])=[CH:11][C:10]=1[C:24]([N:26]1[CH2:34][C:33]2[C:28](=[CH:29][CH:30]=[CH:31][CH:32]=2)[CH2:27]1)=[O:25])[C:2]1[CH:7]=[CH:6][CH:5]=[CH:4][CH:3]=1. (2) Given the reactants [OH-].[Na+].C[O:4][C:5](=[O:46])[CH:6]([CH2:35][C:36]1[CH:41]=[CH:40][CH:39]=[C:38]([C:42]([F:45])([F:44])[F:43])[CH:37]=1)[CH2:7][C:8]([C:10]1[CH:15]=[CH:14][C:13]([C:16]2[CH:21]=[CH:20][C:19]([C:22]3[C:27]4[O:28][C:29]5[CH:34]=[CH:33][CH:32]=[CH:31][C:30]=5[C:26]=4[CH:25]=[CH:24][CH:23]=3)=[CH:18][CH:17]=2)=[CH:12][CH:11]=1)=[O:9].Cl, predict the reaction product. The product is: [CH:25]1[C:26]2[C:30]3[CH:31]=[CH:32][CH:33]=[CH:34][C:29]=3[O:28][C:27]=2[C:22]([C:19]2[CH:18]=[CH:17][C:16]([C:13]3[CH:12]=[CH:11][C:10]([C:8](=[O:9])[CH2:7][CH:6]([CH2:35][C:36]4[CH:41]=[CH:40][CH:39]=[C:38]([C:42]([F:43])([F:44])[F:45])[CH:37]=4)[C:5]([OH:46])=[O:4])=[CH:15][CH:14]=3)=[CH:21][CH:20]=2)=[CH:23][CH:24]=1.